This data is from Forward reaction prediction with 1.9M reactions from USPTO patents (1976-2016). The task is: Predict the product of the given reaction. (1) Given the reactants [NH2:1][C@H:2]([C:5]([OH:7])=[O:6])[CH2:3][SH:4].Br[CH:9]1[C:14](=[O:15])[CH2:13][C:12]([CH3:17])([CH3:16])[CH2:11][C:10]1=O.N1C=CC=CC=1, predict the reaction product. The product is: [CH3:16][C:12]1([CH3:17])[CH2:13][C:14](=[O:15])[C:9]2[S:4][CH2:3][C@@H:2]([C:5]([OH:7])=[O:6])[NH:1][C:10]=2[CH2:11]1. (2) Given the reactants C(N1C=C([C:8]2[N:9]=[C:10]3[C:16]([CH:17]=[O:18])=[CH:15][N:14](COCC[Si](C)(C)C)[C:11]3=[N:12][CH:13]=2)C=N1)C.S(=O)(=O)([OH:29])N.[O-]Cl=O.[Na+].OP([O-])(O)=O.[K+], predict the reaction product. The product is: [N:9]1[CH:8]=[CH:13][N:12]=[C:11]2[NH:14][CH:15]=[C:16]([C:17]([OH:18])=[O:29])[C:10]=12. (3) Given the reactants [F:1][C:2]1[CH:11]=[C:10]2[C:5]([CH:6]=[CH:7][N:8]=[C:9]2[C:12]([OH:14])=O)=[CH:4][CH:3]=1.[NH2:15][C:16]1[CH:21]=[CH:20][C:19]([CH2:22][C:23]([O:25][CH3:26])=[O:24])=[CH:18][C:17]=1[Cl:27].C1C=CC2N(O)N=NC=2C=1.CCN=C=NCCCN(C)C.Cl, predict the reaction product. The product is: [Cl:27][C:17]1[CH:18]=[C:19]([CH2:22][C:23]([O:25][CH3:26])=[O:24])[CH:20]=[CH:21][C:16]=1[NH:15][C:12]([C:9]1[C:10]2[C:5](=[CH:4][CH:3]=[C:2]([F:1])[CH:11]=2)[CH:6]=[CH:7][N:8]=1)=[O:14].